From a dataset of Reaction yield outcomes from USPTO patents with 853,638 reactions. Predict the reaction yield, written as a fraction of the theoretical maximum amount of product (1.0 means a 100% yield; for example, 0.34 means a 34% yield). The reactants are [C:1]([O:5][C:6]([NH:8][CH:9]([C:39]([CH3:42])([CH3:41])[CH3:40])[C:10]([N:12]1[CH2:16][CH:15]([O:17][C:18]2[C:27]3[C:22](=[CH:23][C:24]([O:28][CH3:29])=[CH:25][CH:26]=3)[N:21]=[C:20]([C:30]3[CH:35]=[CH:34][CH:33]=[CH:32][CH:31]=3)[CH:19]=2)[CH2:14][CH:13]1[C:36]([OH:38])=O)=[O:11])=[O:7])([CH3:4])([CH3:3])[CH3:2].CCN(C(C)C)C(C)C.CN(C(ON1N=NC2C=CC=CC1=2)=[N+](C)C)C.F[P-](F)(F)(F)(F)F.C1C=CC2N(O)N=NC=2C=1.O.Cl.[CH3:88][O:89][C:90]([C:92]1([NH2:96])[CH2:95][CH2:94][CH2:93]1)=[O:91]. The catalyst is C(Cl)Cl.CCOC(C)=O. The product is [CH3:88][O:89][C:90]([C:92]1([NH:96][C:36]([CH:13]2[CH2:14][CH:15]([O:17][C:18]3[C:27]4[C:22](=[CH:23][C:24]([O:28][CH3:29])=[CH:25][CH:26]=4)[N:21]=[C:20]([C:30]4[CH:35]=[CH:34][CH:33]=[CH:32][CH:31]=4)[CH:19]=3)[CH2:16][N:12]2[C:10](=[O:11])[CH:9]([NH:8][C:6]([O:5][C:1]([CH3:3])([CH3:2])[CH3:4])=[O:7])[C:39]([CH3:42])([CH3:41])[CH3:40])=[O:38])[CH2:95][CH2:94][CH2:93]1)=[O:91]. The yield is 0.780.